This data is from Reaction yield outcomes from USPTO patents with 853,638 reactions. The task is: Predict the reaction yield, written as a fraction of the theoretical maximum amount of product (1.0 means a 100% yield; for example, 0.34 means a 34% yield). The reactants are [Cl:1][C:2]1[C:3](O)=[N:4][C:5]([NH:8][C:9]2[CH:10]=[CH:11][C:12]([CH:17]3[CH2:19][CH2:18]3)=[C:13]([CH:16]=2)[C:14]#[N:15])=[N:6][CH:7]=1.C1(C)C=CC(S(O)(=O)=O)=CC=1.O=P(Cl)(Cl)[Cl:34]. No catalyst specified. The product is [Cl:34][C:3]1[C:2]([Cl:1])=[CH:7][N:6]=[C:5]([NH:8][C:9]2[CH:10]=[CH:11][C:12]([CH:17]3[CH2:19][CH2:18]3)=[C:13]([CH:16]=2)[C:14]#[N:15])[N:4]=1. The yield is 0.800.